Dataset: Full USPTO retrosynthesis dataset with 1.9M reactions from patents (1976-2016). Task: Predict the reactants needed to synthesize the given product. The reactants are: [N:1]1([C:13](=[O:14])[C:12]2[N:10]([CH3:11])[CH:9]=[N:8][C:7]=2[N:5]([CH3:6])[C:3]1=[O:4])[CH3:2].S(=O)(=O)(O)O.[F:20][C:21](I)([F:23])[F:22].OO. Given the product [F:20][C:21]([F:23])([F:22])[C:9]1[N:10]([CH3:11])[C:12]2[C:13](=[O:14])[N:1]([CH3:2])[C:3](=[O:4])[N:5]([CH3:6])[C:7]=2[N:8]=1, predict the reactants needed to synthesize it.